Dataset: Reaction yield outcomes from USPTO patents with 853,638 reactions. Task: Predict the reaction yield, written as a fraction of the theoretical maximum amount of product (1.0 means a 100% yield; for example, 0.34 means a 34% yield). (1) The reactants are [Br:1]Br.[C:3]([C:6]1[CH:7]=[C:8]([CH:11]=[C:12]([O:14][CH2:15][CH2:16][O:17][CH3:18])[CH:13]=1)[C:9]#[N:10])(=[O:5])[CH3:4]. The catalyst is CCOCC. The product is [Br:1][CH2:4][C:3]([C:6]1[CH:7]=[C:8]([CH:11]=[C:12]([O:14][CH2:15][CH2:16][O:17][CH3:18])[CH:13]=1)[C:9]#[N:10])=[O:5]. The yield is 0.942. (2) The reactants are [S-:1][C:2]#[N:3].[K+].[F:5][CH:6]([F:15])[O:7][C:8]1[N:13]=[CH:12][C:11]([NH2:14])=[CH:10][CH:9]=1.BrBr.O. The catalyst is C(O)(=O)C. The product is [F:15][CH:6]([F:5])[O:7][C:8]1[N:13]=[C:12]2[S:1][C:2]([NH2:3])=[N:14][C:11]2=[CH:10][CH:9]=1. The yield is 0.361. (3) The reactants are [CH:1]1([C:6](Cl)=[O:7])[CH2:5][CH2:4][CH2:3][CH2:2]1.FC(F)(F)C(O)=O.[CH2:16]([O:18][C:19]1[CH:40]=[CH:39][C:22]([O:23][C:24]2[N:29]=[CH:28][N:27]=[C:26]3[N:30]([CH:33]4[CH2:38][CH2:37][NH:36][CH2:35][CH2:34]4)[N:31]=[CH:32][C:25]=23)=[C:21]([F:41])[CH:20]=1)[CH3:17].C(N(C(C)C)CC)(C)C.O. The catalyst is ClCCl. The product is [CH:1]1([C:6]([N:36]2[CH2:37][CH2:38][CH:33]([N:30]3[C:26]4=[N:27][CH:28]=[N:29][C:24]([O:23][C:22]5[CH:39]=[CH:40][C:19]([O:18][CH2:16][CH3:17])=[CH:20][C:21]=5[F:41])=[C:25]4[CH:32]=[N:31]3)[CH2:34][CH2:35]2)=[O:7])[CH2:5][CH2:4][CH2:3][CH2:2]1. The yield is 0.870. (4) The reactants are [CH3:1][O:2][C:3]1[CH:4]=[C:5]2[C:10](=[CH:11][C:12]=1[OH:13])[N:9]=[C:8]([S:14][C:15]1[CH:20]=[CH:19][CH:18]=[CH:17][CH:16]=1)[N:7]=[C:6]2[NH:21][C:22]1[CH:26]=[C:25]([CH3:27])[NH:24][N:23]=1.[CH:28]1([O:33][C:34](=[O:47])[C@@H:35]([NH:39][C:40]([O:42][C:43]([CH3:46])([CH3:45])[CH3:44])=[O:41])[CH2:36][CH2:37]Br)[CH2:32][CH2:31][CH2:30][CH2:29]1.C([O-])([O-])=O.[K+].[K+]. The catalyst is CN(C=O)C.C(Cl)Cl. The product is [CH:28]1([O:33][C:34](=[O:47])[C@@H:35]([NH:39][C:40]([O:42][C:43]([CH3:46])([CH3:45])[CH3:44])=[O:41])[CH2:36][CH2:37][O:13][C:12]2[CH:11]=[C:10]3[C:5]([C:6]([NH:21][C:22]4[CH:26]=[C:25]([CH3:27])[NH:24][N:23]=4)=[N:7][C:8]([S:14][C:15]4[CH:16]=[CH:17][CH:18]=[CH:19][CH:20]=4)=[N:9]3)=[CH:4][C:3]=2[O:2][CH3:1])[CH2:29][CH2:30][CH2:31][CH2:32]1. The yield is 0.390. (5) The reactants are [CH3:1][O:2][C:3]1[CH:4]=[C:5]([CH:20]=[CH:21][CH:22]=1)[C:6]([NH:8][CH2:9][C:10]([C:12]1[CH:17]=[CH:16][C:15]([O:18][CH3:19])=[CH:14][CH:13]=1)=[O:11])=O.P(Cl)(Cl)(Cl)=O.C(=O)([O-])O.[Na+]. The catalyst is N1C=CC=CC=1.C(OCC)(=O)C. The product is [CH3:19][O:18][C:15]1[CH:16]=[CH:17][C:12]([C:10]2[O:11][C:6]([C:5]3[CH:20]=[CH:21][CH:22]=[C:3]([O:2][CH3:1])[CH:4]=3)=[N:8][CH:9]=2)=[CH:13][CH:14]=1. The yield is 0.360. (6) The reactants are [OH:1][C:2]1[CH:6]=[C:5]([CH3:7])[O:4][N:3]=1.[I-].C[N+]1C=CN([C:15](=[O:24])[N:16]([CH3:23])[C:17]2[CH:22]=[CH:21][CH:20]=[CH:19][CH:18]=2)C=1.C(N(CC)CC)C. The catalyst is C(#N)C. The product is [CH3:7][C:5]1[O:4][N:3]=[C:2]([O:1][C:15](=[O:24])[N:16]([CH3:23])[C:17]2[CH:22]=[CH:21][CH:20]=[CH:19][CH:18]=2)[CH:6]=1. The yield is 0.960.